Dataset: Forward reaction prediction with 1.9M reactions from USPTO patents (1976-2016). Task: Predict the product of the given reaction. (1) The product is: [O:1]1[CH2:6][CH2:5][CH2:4][CH2:3][CH:2]1[N:7]1[CH:15]=[N:14][C:13]2[C:8]1=[N:9][CH:10]=[N:11][C:12]=2[C:26]1[CH:25]=[CH:5][C:4]([CH:17]=[O:20])=[CH:3][CH:2]=1. Given the reactants [O:1]1[CH2:6][CH2:5][CH2:4][CH2:3][CH:2]1[N:7]1[CH:15]=[N:14][C:13]2[C:8]1=[N:9][CH:10]=[N:11][C:12]=2Cl.[C:17]([O-:20])([O-])=O.[K+].[K+].CO[CH2:25][CH2:26]OC, predict the reaction product. (2) Given the reactants C(OC(N1C2C(=C(CN3C4C=CC=CC=4N(C4C=CC([Br:33])=CC=4)C3=N)C=CC=2)C=C1)=O)(C)(C)C.[C:35]([NH:38][C:39]1[CH:49]=[CH:48][C:42]([C:43]([N:45]([CH3:47])[CH3:46])=[O:44])=[CH:41][C:40]=1B1OC(C)(C)C(C)(C)O1)(=[O:37])[CH3:36], predict the reaction product. The product is: [C:35]([NH:38][C:39]1[CH:49]=[CH:48][C:42]([C:43]([N:45]([CH3:47])[CH3:46])=[O:44])=[CH:41][C:40]=1[Br:33])(=[O:37])[CH3:36]. (3) Given the reactants [Cl:1][CH2:2][CH2:3][CH2:4][CH2:5][CH2:6][C@@H:7]1[CH2:24][C:23]2[CH:22]=[C:21]([OH:25])[CH:20]=[CH:19][C:18]=2[C@@H:17]2[C@@H:8]1[C@H:9]1[C@@:13]([CH2:15][C@@H:16]2[F:26])([CH3:14])[C:12](=[O:27])[CH2:11][CH2:10]1.[BH4-].[Na+].[Cl-].[Na+], predict the reaction product. The product is: [Cl:1][CH2:2][CH2:3][CH2:4][CH2:5][CH2:6][C@@H:7]1[CH2:24][C:23]2[CH:22]=[C:21]([OH:25])[CH:20]=[CH:19][C:18]=2[C@@H:17]2[C@@H:8]1[C@H:9]1[C@@:13]([CH2:15][C@@H:16]2[F:26])([CH3:14])[C@@H:12]([OH:27])[CH2:11][CH2:10]1. (4) The product is: [Cl:1][C:2]1[N:3]=[CH:4][CH:5]=[C:6]2[CH:9]=[N:10][NH:8][C:7]=12. Given the reactants [Cl:1][C:2]1[C:7]([NH2:8])=[C:6]([CH3:9])[CH:5]=[CH:4][N:3]=1.[N:10]([O-])=O.[Na+], predict the reaction product. (5) Given the reactants [C:1]([CH:3]1[CH2:8][CH2:7][C:6](=O)[CH2:5][CH2:4]1)#[N:2].Cl.[C:11]1([NH:17]N)[CH:16]=[CH:15][CH:14]=[CH:13][CH:12]=1, predict the reaction product. The product is: [C:1]([CH:3]1[CH2:8][C:7]2[C:16]3[C:11](=[CH:12][CH:13]=[CH:14][CH:15]=3)[NH:17][C:6]=2[CH2:5][CH2:4]1)#[N:2]. (6) Given the reactants [NH2:1][C:2]1[C:7]([N+:8]([O-])=O)=[CH:6][C:5]([C:11]2[CH:16]=[CH:15][CH:14]=[CH:13][CH:12]=2)=[CH:4][N:3]=1, predict the reaction product. The product is: [NH2:1][C:2]1[C:7]([NH2:8])=[CH:6][C:5]([C:11]2[CH:16]=[CH:15][CH:14]=[CH:13][CH:12]=2)=[CH:4][N:3]=1. (7) Given the reactants [NH2:1][C:2]1[CH:3]=[C:4]2[C:8](=[CH:9][CH:10]=1)[N:7]([CH2:11][C:12]([C:20]1[CH:25]=[CH:24][C:23]([F:26])=[CH:22][C:21]=1[F:27])([OH:19])[CH2:13][N:14]1[CH:18]=[N:17][CH:16]=[N:15]1)[N:6]=[CH:5]2.C(N(CC)C(C)C)(C)C.[CH2:37](Cl)[C:38]1[CH:43]=[CH:42][CH:41]=[CH:40][CH:39]=1, predict the reaction product. The product is: [CH2:37]([NH:1][C:2]1[CH:3]=[C:4]2[C:8](=[CH:9][CH:10]=1)[N:7]([CH2:11][C:12]([C:20]1[CH:25]=[CH:24][C:23]([F:26])=[CH:22][C:21]=1[F:27])([OH:19])[CH2:13][N:14]1[CH:18]=[N:17][CH:16]=[N:15]1)[N:6]=[CH:5]2)[C:38]1[CH:43]=[CH:42][CH:41]=[CH:40][CH:39]=1.